This data is from NCI-60 drug combinations with 297,098 pairs across 59 cell lines. The task is: Regression. Given two drug SMILES strings and cell line genomic features, predict the synergy score measuring deviation from expected non-interaction effect. (1) Cell line: BT-549. Drug 1: CS(=O)(=O)OCCCCOS(=O)(=O)C. Drug 2: C1CNP(=O)(OC1)N(CCCl)CCCl. Synergy scores: CSS=7.87, Synergy_ZIP=-3.26, Synergy_Bliss=-2.05, Synergy_Loewe=-6.89, Synergy_HSA=-2.02. (2) Drug 1: CC1=C(C=C(C=C1)C(=O)NC2=CC(=CC(=C2)C(F)(F)F)N3C=C(N=C3)C)NC4=NC=CC(=N4)C5=CN=CC=C5. Drug 2: C1C(C(OC1N2C=NC(=NC2=O)N)CO)O. Cell line: CAKI-1. Synergy scores: CSS=-2.87, Synergy_ZIP=1.87, Synergy_Bliss=-1.22, Synergy_Loewe=-5.97, Synergy_HSA=-5.90.